This data is from Full USPTO retrosynthesis dataset with 1.9M reactions from patents (1976-2016). The task is: Predict the reactants needed to synthesize the given product. Given the product [F:15][C:11]1[C:10]([O:16][CH2:17][C:18]2[CH:23]=[CH:22][CH:21]=[CH:20][CH:19]=2)=[C:9]([C:5]2[N:4]([CH2:24][CH2:25][C:26]3[CH:31]=[CH:30][CH:29]=[CH:28][CH:27]=3)[C:3](=[O:32])[C:2]([C:40]3[S:41][CH:42]=[CH:43][CH:44]=3)=[C:7]([CH3:8])[N:6]=2)[CH:14]=[CH:13][CH:12]=1, predict the reactants needed to synthesize it. The reactants are: Br[C:2]1[C:3](=[O:32])[N:4]([CH2:24][CH2:25][C:26]2[CH:31]=[CH:30][CH:29]=[CH:28][CH:27]=2)[C:5]([C:9]2[CH:14]=[CH:13][CH:12]=[C:11]([F:15])[C:10]=2[O:16][CH2:17][C:18]2[CH:23]=[CH:22][CH:21]=[CH:20][CH:19]=2)=[N:6][C:7]=1[CH3:8].[F-].[Cs+].C([Sn](CCCC)(CCCC)[C:40]1[S:41][CH:42]=[CH:43][CH:44]=1)CCC.